Dataset: Full USPTO retrosynthesis dataset with 1.9M reactions from patents (1976-2016). Task: Predict the reactants needed to synthesize the given product. (1) Given the product [C:21]([O:25][C:26]([NH:2][C@H:3]([C:5]1[CH:6]=[C:7]([CH:11]=[CH:12][CH:13]=1)[C:8]([OH:10])=[O:9])[CH3:4])=[O:27])([CH3:24])([CH3:23])[CH3:22], predict the reactants needed to synthesize it. The reactants are: Cl.[NH2:2][C@H:3]([C:5]1[CH:6]=[C:7]([CH:11]=[CH:12][CH:13]=1)[C:8]([OH:10])=[O:9])[CH3:4].CCN(CC)CC.[C:21]([O:25][C:26](O[C:26]([O:25][C:21]([CH3:24])([CH3:23])[CH3:22])=[O:27])=[O:27])([CH3:24])([CH3:23])[CH3:22].CN(C=O)C. (2) Given the product [CH2:11]([O:10]/[CH:8]=[CH:9]/[C:20]1[C:19]([CH:23]2[CH2:25][CH2:24]2)=[CH:18][N:17]=[C:16]([Cl:15])[N:21]=1)[CH2:12][CH2:13][CH3:14], predict the reactants needed to synthesize it. The reactants are: C(N(CC)CC)C.[CH:8]([O:10][CH2:11][CH2:12][CH2:13][CH3:14])=[CH2:9].[Cl:15][C:16]1[N:21]=[C:20](Cl)[C:19]([CH:23]2[CH2:25][CH2:24]2)=[CH:18][N:17]=1. (3) Given the product [Cl:13][C:10]1[C:9]2[C:4](=[CH:5][C:6]([F:15])=[CH:7][C:8]=2[F:14])[N:3]=[C:2]([N:62]2[CH2:63][C:59]([CH3:65])([CH3:58])[CH2:60][C:61]2=[O:64])[C:11]=1[CH3:12], predict the reactants needed to synthesize it. The reactants are: Cl[C:2]1[C:11]([CH3:12])=[C:10]([Cl:13])[C:9]2[C:4](=[CH:5][C:6]([F:15])=[CH:7][C:8]=2[F:14])[N:3]=1.CC1(C)C2C(=C(P(C3C=CC=CC=3)C3C=CC=CC=3)C=CC=2)OC2C(P(C3C=CC=CC=3)C3C=CC=CC=3)=CC=CC1=2.[CH3:58][C:59]1([CH3:65])[CH2:63][NH:62][C:61](=[O:64])[CH2:60]1.C(=O)([O-])[O-].[Cs+].[Cs+]. (4) Given the product [CH3:26][O:25][CH2:24][CH2:23][O:22][CH2:21][CH2:20][O:1][C:2]1[CH:16]=[CH:15][C:5]([C:6]([O:8][C:9]2[CH:14]=[CH:13][CH:12]=[CH:11][CH:10]=2)=[O:7])=[CH:4][CH:3]=1, predict the reactants needed to synthesize it. The reactants are: [OH:1][C:2]1[CH:16]=[CH:15][C:5]([C:6]([O:8][C:9]2[CH:14]=[CH:13][CH:12]=[CH:11][CH:10]=2)=[O:7])=[CH:4][CH:3]=1.[H-].[Na+].Br[CH2:20][CH2:21][O:22][CH2:23][CH2:24][O:25][CH3:26].C(=O)([O-])[O-].[Na+].[Na+]. (5) Given the product [F:46][C:47]1[CH:48]=[C:49]([CH:91]=[CH:92][CH:93]=1)[CH2:50][N:51]1[CH:55]=[C:54]([C:56]2[C:64]3[C:59](=[N:60][CH:61]=[C:62]([C:65]4[CH:66]=[CH:67][C:68]([N:71]5[CH2:72][CH2:73][N:74]([CH2:77][C@@H:78]([OH:80])[CH3:79])[CH2:75][CH2:76]5)=[CH:69][CH:70]=4)[CH:63]=3)[NH:58][CH:57]=2)[CH:53]=[N:52]1, predict the reactants needed to synthesize it. The reactants are: Cl.FC1C=C(C=CC=1)CN1C=C(C2C3C(=NC=C(C4C=CC(C5CCNCC5)=CC=4)C=3)N(S(C3C=CC(C)=CC=3)(=O)=O)C=2)C=N1.[F:46][C:47]1[CH:48]=[C:49]([CH:91]=[CH:92][CH:93]=1)[CH2:50][N:51]1[CH:55]=[C:54]([C:56]2[C:64]3[C:59](=[N:60][CH:61]=[C:62]([C:65]4[CH:70]=[CH:69][C:68]([N:71]5[CH2:76][CH2:75][N:74]([CH2:77][C@@H:78]([OH:80])[CH3:79])[CH2:73][CH2:72]5)=[CH:67][CH:66]=4)[CH:63]=3)[N:58](S(C3C=CC(C)=CC=3)(=O)=O)[CH:57]=2)[CH:53]=[N:52]1.[OH-].[Li+]. (6) Given the product [N:1]1[CH:2]=[CH:3][C:4]([C:7]2[N:11]([C:12]3[CH:17]=[CH:16][C:15]([O:18][CH2:26][C:27]4[CH:36]=[CH:35][C:34]5[C:29](=[CH:30][CH:31]=[CH:32][CH:33]=5)[N:28]=4)=[CH:14][CH:13]=3)[N:10]=[CH:9][CH:8]=2)=[CH:5][CH:6]=1, predict the reactants needed to synthesize it. The reactants are: [N:1]1[CH:6]=[CH:5][C:4]([C:7]2[N:11]([C:12]3[CH:17]=[CH:16][C:15]([OH:18])=[CH:14][CH:13]=3)[N:10]=[CH:9][CH:8]=2)=[CH:3][CH:2]=1.C(=O)([O-])[O-].[K+].[K+].Cl[CH2:26][C:27]1[CH:36]=[CH:35][C:34]2[C:29](=[CH:30][CH:31]=[CH:32][CH:33]=2)[N:28]=1.